From a dataset of NCI-60 drug combinations with 297,098 pairs across 59 cell lines. Regression. Given two drug SMILES strings and cell line genomic features, predict the synergy score measuring deviation from expected non-interaction effect. (1) Drug 1: CCC1(CC2CC(C3=C(CCN(C2)C1)C4=CC=CC=C4N3)(C5=C(C=C6C(=C5)C78CCN9C7C(C=CC9)(C(C(C8N6C=O)(C(=O)OC)O)OC(=O)C)CC)OC)C(=O)OC)O.OS(=O)(=O)O. Drug 2: C1CC(C1)(C(=O)O)C(=O)O.[NH2-].[NH2-].[Pt+2]. Cell line: COLO 205. Synergy scores: CSS=19.7, Synergy_ZIP=-1.08, Synergy_Bliss=-1.95, Synergy_Loewe=-6.64, Synergy_HSA=1.58. (2) Drug 1: CN(C)N=NC1=C(NC=N1)C(=O)N. Drug 2: CN(CCCl)CCCl.Cl. Cell line: PC-3. Synergy scores: CSS=9.11, Synergy_ZIP=-4.08, Synergy_Bliss=-3.32, Synergy_Loewe=-10.6, Synergy_HSA=-4.95. (3) Drug 1: CCC1=C2CN3C(=CC4=C(C3=O)COC(=O)C4(CC)O)C2=NC5=C1C=C(C=C5)O. Drug 2: C(CC(=O)O)C(=O)CN.Cl. Cell line: NCI-H226. Synergy scores: CSS=2.21, Synergy_ZIP=-2.28, Synergy_Bliss=-1.02, Synergy_Loewe=-4.95, Synergy_HSA=-1.51. (4) Drug 1: C1=CC(=CC=C1CCC2=CNC3=C2C(=O)NC(=N3)N)C(=O)NC(CCC(=O)O)C(=O)O. Drug 2: CC1C(C(CC(O1)OC2CC(CC3=C2C(=C4C(=C3O)C(=O)C5=CC=CC=C5C4=O)O)(C(=O)C)O)N)O. Cell line: HCT-15. Synergy scores: CSS=40.0, Synergy_ZIP=-9.45, Synergy_Bliss=-16.7, Synergy_Loewe=-2.78, Synergy_HSA=-10.5.